From a dataset of Reaction yield outcomes from USPTO patents with 853,638 reactions. Predict the reaction yield, written as a fraction of the theoretical maximum amount of product (1.0 means a 100% yield; for example, 0.34 means a 34% yield). (1) The reactants are [Cl:1][C:2]1[N:7]=[C:6]([NH:8][NH:9][C:10](=[O:29])[C@H:11]([CH2:23][CH:24]2[CH2:28][CH2:27][CH2:26][CH2:25]2)[CH2:12][N:13]([O:16]C2CCCCO2)[CH:14]=[O:15])[C:5]([F:30])=[C:4]([N:31]([CH3:39])[CH2:32][C:33]2[CH:38]=[CH:37][N:36]=[CH:35][CH:34]=2)[N:3]=1. The catalyst is C(O)(=O)C.O. The product is [Cl:1][C:2]1[N:7]=[C:6]([NH:8][NH:9][C:10](=[O:29])[C@H:11]([CH2:23][CH:24]2[CH2:25][CH2:26][CH2:27][CH2:28]2)[CH2:12][N:13]([OH:16])[CH:14]=[O:15])[C:5]([F:30])=[C:4]([N:31]([CH3:39])[CH2:32][C:33]2[CH:34]=[CH:35][N:36]=[CH:37][CH:38]=2)[N:3]=1. The yield is 0.310. (2) The reactants are Br[C:2]1[N:7]=[C:6]([NH:8][C:9]([C:11]2[CH:15]=[C:14]([C:16]3[CH:21]=[CH:20][C:19]([F:22])=[CH:18][CH:17]=3)[N:13]([CH:23]3[CH2:28][CH2:27][CH2:26][CH2:25][O:24]3)[N:12]=2)=[O:10])[CH:5]=[CH:4][CH:3]=1. The catalyst is C(N)C1C=CC=CC=1. The product is [CH2:14]([NH:13][C:2]1[N:7]=[C:6]([NH:8][C:9]([C:11]2[CH:15]=[C:14]([C:16]3[CH:21]=[CH:20][C:19]([F:22])=[CH:18][CH:17]=3)[N:13]([CH:23]3[CH2:28][CH2:27][CH2:26][CH2:25][O:24]3)[N:12]=2)=[O:10])[CH:5]=[CH:4][CH:3]=1)[C:16]1[CH:21]=[CH:20][CH:19]=[CH:18][CH:17]=1. The yield is 0.590. (3) The reactants are [NH:1]1[CH:5]=[CH:4][N:3]=[C:2]1[C:6]([OH:8])=O.[NH2:9][C:10]1[C:11]([CH3:16])=[CH:12][CH:13]=[CH:14][CH:15]=1.C1C=CC2N(O)N=NC=2C=1.O. The catalyst is CN(C=O)C. The product is [C:11]1([CH3:16])[CH:12]=[CH:13][CH:14]=[CH:15][C:10]=1[NH:9][C:6]([C:2]1[NH:1][CH:5]=[CH:4][N:3]=1)=[O:8]. The yield is 0.990.